Predict the product of the given reaction. From a dataset of Forward reaction prediction with 1.9M reactions from USPTO patents (1976-2016). Given the reactants Br[CH2:2][C:3]1[S:11][C:10]2[C:9]([N:12]3[CH2:17][CH2:16][O:15][CH2:14][CH2:13]3)=[N:8][C:7]([Cl:18])=[N:6][C:5]=2[CH:4]=1.[CH3:19][N:20]([CH3:32])[C:21](=[O:31])[C:22]([N:25]1[CH2:30][CH2:29][NH:28][CH2:27][CH2:26]1)([CH3:24])[CH3:23].C(=O)([O-])[O-].[Cs+].[Cs+].O, predict the reaction product. The product is: [Cl:18][C:7]1[N:8]=[C:9]([N:12]2[CH2:17][CH2:16][O:15][CH2:14][CH2:13]2)[C:10]2[S:11][C:3]([CH2:2][N:28]3[CH2:27][CH2:26][N:25]([C:22]([CH3:24])([CH3:23])[C:21]([N:20]([CH3:32])[CH3:19])=[O:31])[CH2:30][CH2:29]3)=[CH:4][C:5]=2[N:6]=1.